This data is from Forward reaction prediction with 1.9M reactions from USPTO patents (1976-2016). The task is: Predict the product of the given reaction. The product is: [Br:1][C:2]1[CH:6]=[C:5](/[CH:7]=[N:15]/[S:13]([C:10]([CH3:12])([CH3:11])[CH3:9])=[O:14])[O:4][N:3]=1. Given the reactants [Br:1][C:2]1[CH:6]=[C:5]([CH:7]=O)[O:4][N:3]=1.[CH3:9][C:10]([S@:13]([NH2:15])=[O:14])([CH3:12])[CH3:11], predict the reaction product.